From a dataset of Peptide-MHC class II binding affinity with 134,281 pairs from IEDB. Regression. Given a peptide amino acid sequence and an MHC pseudo amino acid sequence, predict their binding affinity value. This is MHC class II binding data. (1) The peptide sequence is YKFIPSLEAAVKQAY. The MHC is DRB1_0802 with pseudo-sequence DRB1_0802. The binding affinity (normalized) is 0.622. (2) The peptide sequence is TLWQRPLVTIKIGGQLTEAL. The MHC is HLA-DQA10301-DQB10302 with pseudo-sequence HLA-DQA10301-DQB10302. The binding affinity (normalized) is 0.202. (3) The peptide sequence is GELQIYDKIDAAFKI. The MHC is DRB1_1201 with pseudo-sequence DRB1_1201. The binding affinity (normalized) is 0.547. (4) The binding affinity (normalized) is 0.105. The peptide sequence is VKIEYSGTNNKTMAV. The MHC is HLA-DPA10201-DPB10101 with pseudo-sequence HLA-DPA10201-DPB10101. (5) The peptide sequence is LSPILFECLIHPMLG. The MHC is DRB1_0301 with pseudo-sequence DRB1_0301. The binding affinity (normalized) is 0.169.